Dataset: Forward reaction prediction with 1.9M reactions from USPTO patents (1976-2016). Task: Predict the product of the given reaction. (1) Given the reactants [F:1][C:2]1[CH:3]=[CH:4][C:5]([O:23][CH3:24])=[C:6]([C:8]2[CH:13]=[CH:12][N:11]=[C:10]3[NH:14][C:15]([CH:17]4[CH2:22][CH2:21][NH:20][CH2:19][CH2:18]4)=[CH:16][C:9]=23)[CH:7]=1.C(N(CC)CC)C.[CH3:32][N:33]([CH3:39])[S:34]([CH:37]=[CH2:38])(=[O:36])=[O:35], predict the reaction product. The product is: [F:1][C:2]1[CH:3]=[CH:4][C:5]([O:23][CH3:24])=[C:6]([C:8]2[CH:13]=[CH:12][N:11]=[C:10]3[NH:14][C:15]([CH:17]4[CH2:18][CH2:19][N:20]([CH2:38][CH2:37][S:34]([N:33]([CH3:39])[CH3:32])(=[O:36])=[O:35])[CH2:21][CH2:22]4)=[CH:16][C:9]=23)[CH:7]=1. (2) Given the reactants [CH2:1]([O:3][CH2:4][CH2:5][N:6]1[C:10]([C:11]([NH2:13])=[O:12])=[C:9]([N+:14]([O-])=O)[C:8]([CH2:17][CH3:18])=[N:7]1)[CH3:2].C([O-])=O.[NH4+], predict the reaction product. The product is: [NH2:14][C:9]1[C:8]([CH2:17][CH3:18])=[N:7][N:6]([CH2:5][CH2:4][O:3][CH2:1][CH3:2])[C:10]=1[C:11]([NH2:13])=[O:12]. (3) Given the reactants [Br:1][C:2]1[CH:3]=[N:4][C:5]([F:11])=[C:6]([CH:10]=1)[C:7]([OH:9])=O.CCN(C(C)C)C(C)C.CN(C(ON1N=[N:36][C:31]2[CH:32]=C[CH:34]=[CH:35][C:30]1=2)=[N+](C)C)C.[B-](F)(F)(F)F.Cl.C12(N)CC(C1)C2, predict the reaction product. The product is: [C:31]12([NH:36][C:7](=[O:9])[C:6]3[CH:10]=[C:2]([Br:1])[CH:3]=[N:4][C:5]=3[F:11])[CH2:30][CH:35]([CH2:32]1)[CH2:34]2. (4) Given the reactants [Cl:1][C:2]1[CH:3]=[N:4][CH:5]=[CH:6][C:7]=1I.[C:9]1(B(O)O)[CH:14]=[CH:13][CH:12]=[CH:11][CH:10]=1.C1(P(C2CCCCC2)C2CCCCC2)CCCCC1.C([O-])([O-])=O.[Cs+].[Cs+], predict the reaction product. The product is: [Cl:1][C:2]1[CH:3]=[N:4][CH:5]=[CH:6][C:7]=1[C:9]1[CH:14]=[CH:13][CH:12]=[CH:11][CH:10]=1. (5) The product is: [CH:27]([C:26]1[C:20]([C:21]([O:23][CH2:24][CH3:25])=[O:22])=[CH:19][N:7]=[C:6]([S:9][CH3:10])[N:8]=1)([CH3:29])[CH3:28]. Given the reactants S(O)(O)(=O)=O.[C:6]([S:9][CH3:10])(=[NH:8])[NH2:7].[CH3:10][S:9][C:6](=[NH:8])[NH2:7].CN(/[CH:19]=[C:20](/[C:26](=O)[CH:27]([CH3:29])[CH3:28])\[C:21]([O:23][CH2:24][CH3:25])=[O:22])C.C([O-])(=O)C.[Na+].O, predict the reaction product. (6) Given the reactants [OH:1][C:2]1[C:7]([CH3:8])=[C:6]([CH3:9])[C:5]([OH:10])=[CH:4][C:3]=1[C:11](=[O:13])[CH3:12].[O:14]1[CH:19]=[CH:18][CH2:17][CH2:16][CH2:15]1.C1(C)C=CC(S([O-])(=O)=O)=CC=1.[NH+]1C=CC=CC=1, predict the reaction product. The product is: [OH:1][C:2]1[C:7]([CH3:8])=[C:6]([CH3:9])[C:5]([O:10][CH:15]2[CH2:16][CH2:17][CH2:18][CH2:19][O:14]2)=[CH:4][C:3]=1[C:11](=[O:13])[CH3:12]. (7) The product is: [CH2:16]([N:23]([CH2:14][C:3]1[C:2]([Cl:1])=[N:7][C:6]([N:8]([CH3:13])[CH:9]([CH3:12])[CH2:10][CH3:11])=[CH:5][N:4]=1)[CH2:24][C@@H:25]([OH:29])[CH2:26][O:27][CH3:28])[C:17]1[CH:22]=[CH:21][CH:20]=[CH:19][CH:18]=1. Given the reactants [Cl:1][C:2]1[C:3]([CH:14]=O)=[N:4][CH:5]=[C:6]([N:8]([CH3:13])[CH:9]([CH3:12])[CH2:10][CH3:11])[N:7]=1.[CH2:16]([NH:23][CH2:24][C@@H:25]([OH:29])[CH2:26][O:27][CH3:28])[C:17]1[CH:22]=[CH:21][CH:20]=[CH:19][CH:18]=1.C(O[BH-](OC(=O)C)OC(=O)C)(=O)C.[Na+].C(=O)([O-])O.[Na+], predict the reaction product. (8) Given the reactants [N:1]([CH2:4][C:5]1[CH:10]=[C:9]([Cl:11])[CH:8]=[CH:7][C:6]=1[C:12]1[C:16]([Cl:17])=[N:15][S:14][N:13]=1)=[N+]=[N-].O.C1(P(C2C=CC=CC=2)C2C=CC=CC=2)C=CC=CC=1.[OH-].[K+], predict the reaction product. The product is: [Cl:11][C:9]1[CH:8]=[CH:7][C:6]([C:12]2[C:16]([Cl:17])=[N:15][S:14][N:13]=2)=[C:5]([CH2:4][NH2:1])[CH:10]=1.